Dataset: Forward reaction prediction with 1.9M reactions from USPTO patents (1976-2016). Task: Predict the product of the given reaction. (1) Given the reactants [O:1]=[C:2]1[N:6]([C@H:7]2[C@H:12]([OH:13])[CH2:11][CH2:10][N:9]([C:14]([O:16][C:17]([CH3:20])([CH3:19])[CH3:18])=[O:15])[CH2:8]2)[C:5](=[O:21])[CH2:4][S:3]1.[Cl:22][C:23]1[CH:40]=[CH:39][C:26]([CH2:27][N:28]2[C:36]3[C:31](=[CH:32][C:33]([CH:37]=O)=[CH:34][CH:35]=3)[CH:30]=[N:29]2)=[C:25]([C:41]([F:44])([F:43])[F:42])[CH:24]=1, predict the reaction product. The product is: [C:17]([O:16][C:14]([N:9]1[CH2:10][CH2:11][CH:12]([OH:13])[CH:7]([N:6]2[C:5](=[O:21])/[C:4](=[CH:37]/[C:33]3[CH:32]=[C:31]4[C:36](=[CH:35][CH:34]=3)[N:28]([CH2:27][C:26]3[CH:39]=[CH:40][C:23]([Cl:22])=[CH:24][C:25]=3[C:41]([F:44])([F:42])[F:43])[N:29]=[CH:30]4)/[S:3][C:2]2=[O:1])[CH2:8]1)=[O:15])([CH3:18])([CH3:20])[CH3:19]. (2) The product is: [CH2:21]([N:1]([CH2:21][C:22]1[CH:27]=[CH:26][CH:25]=[CH:24][CH:23]=1)[CH:2]1[CH2:7][CH2:6][CH2:5][N:4]([C:8]([O:10][C:11]([CH3:14])([CH3:13])[CH3:12])=[O:9])[CH2:3]1)[C:22]1[CH:27]=[CH:26][CH:25]=[CH:24][CH:23]=1. Given the reactants [NH2:1][CH:2]1[CH2:7][CH2:6][CH2:5][N:4]([C:8]([O:10][C:11]([CH3:14])([CH3:13])[CH3:12])=[O:9])[CH2:3]1.C([O-])([O-])=O.[K+].[K+].[CH2:21](Br)[C:22]1[CH:27]=[CH:26][CH:25]=[CH:24][CH:23]=1, predict the reaction product. (3) Given the reactants FC(F)(F)S([O:6][C:7]1C=CC=[C:11]2[C:16]=1[N:15]=[C:14]([C:17]1[N:21]3[CH:22]=[CH:23][C:24](OCCOC)=[CH:25][C:20]3=NN=1)[CH:13]=[CH:12]2)(=O)=O.N1CCC([CH2:39][NH:40][C:41](=[O:47])[O:42][C:43]([CH3:46])([CH3:45])[CH3:44])CC1.N1(C(O[C:57](C)([CH3:59])[CH3:58])=O)CCNCC1, predict the reaction product. The product is: [CH:7]([C:16]1[CH:11]=[CH:12][C:13]2[C:14](=[C:17]([N:21]3[CH2:20][CH2:25][CH:24]([CH2:39][NH:40][C:41](=[O:47])[O:42][C:43]([CH3:45])([CH3:44])[CH3:46])[CH2:23][CH2:22]3)[CH:58]=[CH:57][CH:59]=2)[N:15]=1)=[O:6]. (4) Given the reactants [NH2:1][C:2]1[NH:3][C:4](=[O:30])[C:5]2[S:10][C:9](=[O:11])[N:8]([C@@H:12]3[O:24][C@H:23]([CH2:25][O:26][C:27](=[O:29])[CH3:28])[C@@H:18]([O:19][C:20](=[O:22])[CH3:21])[C@H:13]3[O:14][C:15](=[O:17])[CH3:16])[C:6]=2[N:7]=1.C1(P(C2C=CC=CC=2)C2C=CC=CC=2)C=CC=CC=1.O[CH2:51][C:52]1[O:53][C:54](=[O:58])[O:55][C:56]=1[CH3:57].N(C(OCC)=O)=NC(OCC)=O, predict the reaction product. The product is: [NH2:1][C:2]1[N:3]=[C:4]([O:30][CH2:51][C:52]2[O:53][C:54](=[O:58])[O:55][C:56]=2[CH3:57])[C:5]2[S:10][C:9](=[O:11])[N:8]([C@@H:12]3[O:24][C@H:23]([CH2:25][O:26][C:27](=[O:29])[CH3:28])[C@@H:18]([O:19][C:20](=[O:22])[CH3:21])[C@H:13]3[O:14][C:15](=[O:17])[CH3:16])[C:6]=2[N:7]=1.